Dataset: Forward reaction prediction with 1.9M reactions from USPTO patents (1976-2016). Task: Predict the product of the given reaction. (1) Given the reactants [OH:1][C:2]1[CH:15]=[CH:14][C:13]2[O:12][C:11]3[C:6](=[CH:7][CH:8]=[CH:9][CH:10]=3)[C:5](=[O:16])[C:4]=2[CH:3]=1.C([O-])([O-])=O.[K+].[K+].[CH2:23](Br)[C:24]#[CH:25], predict the reaction product. The product is: [C:23]([O:1][C:2]1[CH:15]=[CH:14][C:13]2[O:12][C:11]3[C:6](=[CH:7][CH:8]=[CH:9][CH:10]=3)[C:5](=[O:16])[C:4]=2[CH:3]=1)#[C:24][CH3:25]. (2) Given the reactants O.[Na].Cl[CH2:4][CH2:5][CH:6]([C:14]1[NH:18][C:17](/[CH:19]=[CH:20]/[C:21]2[CH:26]=[CH:25][C:24]([N:27]3[CH:31]=[C:30]([CH3:32])[N:29]=[CH:28]3)=[C:23]([O:33][CH3:34])[CH:22]=2)=[N:16][N:15]=1)[C:7]1[CH:12]=[CH:11][C:10]([F:13])=[CH:9][CH:8]=1.C(OCC)(=[O:37])C.O.C(=O)(O)[O-].[Na+], predict the reaction product. The product is: [F:13][C:10]1[CH:9]=[CH:8][C:7]([C:6]2([OH:37])[C:14]3[N:15]([N:16]=[C:17](/[CH:19]=[CH:20]/[C:21]4[CH:26]=[CH:25][C:24]([N:27]5[CH:31]=[C:30]([CH3:32])[N:29]=[CH:28]5)=[C:23]([O:33][CH3:34])[CH:22]=4)[N:18]=3)[CH2:4][CH2:5]2)=[CH:12][CH:11]=1. (3) Given the reactants [C:1]([CH2:4][C:5]1[CH:13]=[CH:12][CH:11]=[C:10]([OH:14])[C:6]=1C(O)=O)([OH:3])=[O:2].[C:15]([O-:18])([O-])=O.[K+].[K+].[CH3:21]I.CN([CH:26]=[O:27])C, predict the reaction product. The product is: [CH3:15][O:18][C:26](=[O:27])[C:6]1[C:5]([CH2:4][C:1]([O:3][CH3:21])=[O:2])=[CH:13][CH:12]=[CH:11][C:10]=1[OH:14]. (4) Given the reactants [NH:1]1[CH2:6][CH2:5][C:4](=[CH:7][C:8]2[CH:9]=[C:10]([CH:24]=[CH:25][CH:26]=2)[O:11][C:12]2[CH:17]=[CH:16][C:15]([O:18][CH2:19][C:20]([F:23])([F:22])[F:21])=[CH:14][N:13]=2)[CH2:3][CH2:2]1.[N:27]1[CH:32]=[CH:31][CH:30]=[C:29]([NH:33][C:34](=O)[O:35]C2C=CC=CC=2)[CH:28]=1.C(N(CC)CC)C, predict the reaction product. The product is: [F:22][C:20]([F:23])([F:21])[CH2:19][O:18][C:15]1[CH:16]=[CH:17][C:12]([O:11][C:10]2[CH:9]=[C:8]([CH:26]=[CH:25][CH:24]=2)[CH:7]=[C:4]2[CH2:5][CH2:6][N:1]([C:34]([NH:33][C:29]3[CH:28]=[N:27][CH:32]=[CH:31][CH:30]=3)=[O:35])[CH2:2][CH2:3]2)=[N:13][CH:14]=1. (5) Given the reactants [CH3:1][C:2](=[CH2:13])[CH2:3][CH2:4][O:5][CH2:6][C:7]1[CH:12]=[CH:11][CH:10]=[CH:9][CH:8]=1.[C:14]1([OH:20])[CH:19]=[CH:18][CH:17]=[CH:16][CH:15]=1.O, predict the reaction product. The product is: [CH2:6]([O:5][CH2:4][CH2:3][C:2]([CH3:1])([O:20][C:14]1[CH:19]=[CH:18][CH:17]=[CH:16][CH:15]=1)[CH3:13])[C:7]1[CH:12]=[CH:11][CH:10]=[CH:9][CH:8]=1. (6) Given the reactants Cl[C:2]1[CH:7]=[C:6]([CH2:8][O:9][CH3:10])[CH:5]=[CH:4][C:3]=1[CH:11]1[CH2:13][C:12]1([F:15])[F:14].[C:16]([O:20][C:21]([NH:23][CH2:24][B-](F)(F)F)=[O:22])([CH3:19])([CH3:18])[CH3:17].[K+].COC1C=CC=C(OC)C=1C1C=CC=CC=1P(C1CCCCC1)C1CCCCC1.C(=O)([O-])[O-].[K+].[K+], predict the reaction product. The product is: [F:14][C:12]1([F:15])[CH2:13][CH:11]1[C:3]1[CH:4]=[CH:5][C:6]([CH2:8][O:9][CH3:10])=[CH:7][C:2]=1[CH2:24][NH:23][C:21](=[O:22])[O:20][C:16]([CH3:19])([CH3:18])[CH3:17].